From a dataset of Forward reaction prediction with 1.9M reactions from USPTO patents (1976-2016). Predict the product of the given reaction. (1) Given the reactants [Cl:1][C:2]1[CH:3]=[CH:4][C:5]2[C:11]3[N:12](CC4C=CC(OC)=CC=4OC)[C:13](=[O:21])[C:14]([C:17]([O:19]C)=[O:18])=[C:15]([OH:16])[C:10]=3[CH2:9][CH2:8][CH2:7][C:6]=2[CH:33]=1.[CH3:34][N:35]([CH3:42])[CH:36]1[CH2:41][CH2:40][NH:39][CH2:38][CH2:37]1, predict the reaction product. The product is: [ClH:1].[CH3:34][N:35]([CH3:42])[CH:36]1[CH2:41][CH2:40][N:39]([C:2]2[CH:3]=[CH:4][C:5]3[C:11]4[NH:12][C:13](=[O:21])[C:14]([C:17]([OH:19])=[O:18])=[C:15]([OH:16])[C:10]=4[CH2:9][CH2:8][CH2:7][C:6]=3[CH:33]=2)[CH2:38][CH2:37]1. (2) Given the reactants [CH3:1][O:2][C:3]1[N:12]=[C:11]([O:13][CH2:14][C:15]([F:18])([F:17])[F:16])[CH:10]=[CH:9][C:4]=1[C:5]([O:7]C)=[O:6].[OH-].[Na+].Cl.O, predict the reaction product. The product is: [CH3:1][O:2][C:3]1[N:12]=[C:11]([O:13][CH2:14][C:15]([F:18])([F:16])[F:17])[CH:10]=[CH:9][C:4]=1[C:5]([OH:7])=[O:6]. (3) Given the reactants [H-].[Na+].[Cl:3][C:4]1[C:9]([CH3:10])=[C:8](Cl)[N:7]2[N:12]=[CH:13][CH:14]=[C:6]2[N:5]=1.[CH2:15]([O:17][C:18]1[CH:24]=[CH:23][C:21]([NH2:22])=[C:20]([N+:25]([O-:27])=[O:26])[CH:19]=1)[CH3:16], predict the reaction product. The product is: [Cl:3][C:4]1[C:9]([CH3:10])=[C:8]([NH:22][C:21]2[CH:23]=[CH:24][C:18]([O:17][CH2:15][CH3:16])=[CH:19][C:20]=2[N+:25]([O-:27])=[O:26])[N:7]2[N:12]=[CH:13][CH:14]=[C:6]2[N:5]=1. (4) Given the reactants [O:1]=[C:2]1[N:6]2[CH:7]=[CH:8][C:9]3[C:10](=[O:38])[C:11]([C:21]4[CH:26]=[CH:25][C:24]([C:27]5([NH:31]S(C(C)(C)C)=O)[CH2:30][O:29][CH2:28]5)=[CH:23][CH:22]=4)=[C:12]([C:15]4[CH:20]=[CH:19][CH:18]=[CH:17][CH:16]=4)[O:13][C:14]=3[C:5]2=[N:4][N:3]1COCC[Si](C)(C)C.Cl.O1CCOCC1, predict the reaction product. The product is: [NH2:31][C:27]1([C:24]2[CH:25]=[CH:26][C:21]([C:11]3[C:10](=[O:38])[C:9]4[CH:8]=[CH:7][N:6]5[C:2](=[O:1])[NH:3][N:4]=[C:5]5[C:14]=4[O:13][C:12]=3[C:15]3[CH:20]=[CH:19][CH:18]=[CH:17][CH:16]=3)=[CH:22][CH:23]=2)[CH2:30][O:29][CH2:28]1. (5) Given the reactants [O:1]1[C:5]2[CH:6]=[CH:7][CH:8]=[CH:9][C:4]=2[CH:3]=[C:2]1[CH:10](O)[CH:11]1[C:15](=[O:16])[C:14]([C:17]2[C:22]([CH3:23])=[CH:21][C:20]([CH3:24])=[CH:19][C:18]=2[CH3:25])=[C:13]([O:26][CH3:27])[CH2:12]1.C(=O)([O-])[O-].[K+].[K+].CI, predict the reaction product. The product is: [O:1]1[C:5]2[CH:6]=[CH:7][CH:8]=[CH:9][C:4]=2[CH:3]=[C:2]1/[CH:10]=[C:11]1\[CH2:12][C:13]([O:26][CH3:27])=[C:14]([C:17]2[C:18]([CH3:25])=[CH:19][C:20]([CH3:24])=[CH:21][C:22]=2[CH3:23])[C:15]\1=[O:16]. (6) Given the reactants [CH2:1]([O:8][C:9]1[CH:38]=[CH:37][C:12]([O:13][C:14]2[CH:22]=[CH:21][C:17]([C:18](Cl)=[O:19])=[CH:16][C:15]=2[NH:23][C:24]2[C:25]3[CH:33]=[CH:32][C:31]([CH:34]([CH3:36])[CH3:35])=[N:30][C:26]=3[N:27]=[CH:28][N:29]=2)=[CH:11][CH:10]=1)[C:2]1[CH:7]=[CH:6][CH:5]=[CH:4][CH:3]=1.[CH3:39][O:40][C:41]1[CH:46]=[CH:45][C:44]([NH2:47])=[CH:43][CH:42]=1, predict the reaction product. The product is: [CH2:1]([O:8][C:9]1[CH:38]=[CH:37][C:12]([O:13][C:14]2[CH:22]=[CH:21][C:17]([C:18]([NH:47][C:44]3[CH:45]=[CH:46][C:41]([O:40][CH3:39])=[CH:42][CH:43]=3)=[O:19])=[CH:16][C:15]=2[NH:23][C:24]2[C:25]3[CH:33]=[CH:32][C:31]([CH:34]([CH3:36])[CH3:35])=[N:30][C:26]=3[N:27]=[CH:28][N:29]=2)=[CH:11][CH:10]=1)[C:2]1[CH:7]=[CH:6][CH:5]=[CH:4][CH:3]=1. (7) Given the reactants [CH2:1]([OH:8])[C:2]1[CH:7]=[CH:6][CH:5]=[CH:4][CH:3]=1.Cl[S:10]([N:13]=[C:14]=[O:15])(=[O:12])=[O:11].C(N(CC)CC)C.[NH2:23][C:24]1[CH:56]=[CH:55][C:27]2[NH:28][C:29]([C:34]3[C:35](=[O:54])[N:36]([CH2:46][C:47]4[CH:52]=[CH:51][C:50]([F:53])=[CH:49][CH:48]=4)[C@@H:37]4[C@H:42]([C:43]=3[OH:44])[C@@H:41]3[CH2:45][C@H:38]4[CH2:39][CH2:40]3)=[N:30][S:31](=[O:33])(=[O:32])[C:26]=2[CH:25]=1, predict the reaction product. The product is: [F:53][C:50]1[CH:49]=[CH:48][C:47]([CH2:46][N:36]2[C:35](=[O:54])[C:34]([C:29]3[NH:28][C:27]4[CH:55]=[CH:56][C:24]([NH:23][S:10]([NH:13][C:14](=[O:15])[O:8][CH2:1][C:2]5[CH:7]=[CH:6][CH:5]=[CH:4][CH:3]=5)(=[O:12])=[O:11])=[CH:25][C:26]=4[S:31](=[O:32])(=[O:33])[N:30]=3)=[C:43]([OH:44])[C@H:42]3[C@@H:37]2[C@H:38]2[CH2:45][C@@H:41]3[CH2:40][CH2:39]2)=[CH:52][CH:51]=1. (8) Given the reactants [H-].[Na+].[C:3]1([C:9]2[N:10]=[CH:11][NH:12][CH:13]=2)[CH:8]=[CH:7][CH:6]=[CH:5][CH:4]=1.[CH3:14][O:15][C:16](=[O:20])[CH2:17][CH2:18]Br, predict the reaction product. The product is: [C:3]1([C:9]2[N:10]=[CH:11][N:12]([CH2:18][CH2:17][C:16]([O:15][CH3:14])=[O:20])[CH:13]=2)[CH:4]=[CH:5][CH:6]=[CH:7][CH:8]=1. (9) Given the reactants [CH3:1]C(C)([O-])C.[K+].[Cl:7][C:8]1[CH:9]=[CH:10][C:11]([O:17][CH2:18][CH2:19]Cl)=[C:12]([CH:16]=1)[C:13]([O-:15])=[O:14], predict the reaction product. The product is: [Cl:7][C:8]1[CH:9]=[CH:10][C:11]([O:17][CH:18]=[CH2:19])=[C:12]([CH:16]=1)[C:13]([O:15][CH3:1])=[O:14]. (10) Given the reactants C(=O)([O-])[O-].[K+].[K+].[CH3:7][CH:8]([CH3:34])[C@H:9]([NH:29][C:30](=[O:33])[O:31][CH3:32])[C:10](=[O:28])[N:11]1[C@H:16]([C:17]2[NH:18][C:19]([C:22]#[C:23][Si](C)(C)C)=[CH:20][N:21]=2)[CH2:15][C@@H:14]2[C@H:12]1[CH2:13]2, predict the reaction product. The product is: [C:22]([C:19]1[NH:18][C:17]([C@@H:16]2[CH2:15][C@@H:14]3[C@@H:12]([CH2:13]3)[N:11]2[C:10](=[O:28])[C@@H:9]([NH:29][C:30](=[O:33])[O:31][CH3:32])[CH:8]([CH3:34])[CH3:7])=[N:21][CH:20]=1)#[CH:23].